Dataset: Forward reaction prediction with 1.9M reactions from USPTO patents (1976-2016). Task: Predict the product of the given reaction. The product is: [Cl:1][C:2]1[CH:3]=[CH:4][C:5]([CH2:8][O:9][C:10]2[CH:15]=[CH:14][N:13]([C:16]3[CH:21]=[CH:20][C:19]4[C:22]5[CH2:28][CH2:27][NH:26][CH2:25][CH2:24][C:23]=5[O:36][C:18]=4[CH:17]=3)[C:12](=[O:37])[CH:11]=2)=[N:6][CH:7]=1. Given the reactants [Cl:1][C:2]1[CH:3]=[CH:4][C:5]([CH2:8][O:9][C:10]2[CH:15]=[CH:14][N:13]([C:16]3[CH:21]=[CH:20][C:19]4[C:22]5[CH2:28][CH2:27][N:26](C(OC(C)(C)C)=O)[CH2:25][CH2:24][C:23]=5[O:36][C:18]=4[CH:17]=3)[C:12](=[O:37])[CH:11]=2)=[N:6][CH:7]=1.Cl.C([O-])(O)=O.[Na+], predict the reaction product.